Dataset: Full USPTO retrosynthesis dataset with 1.9M reactions from patents (1976-2016). Task: Predict the reactants needed to synthesize the given product. (1) Given the product [F:1][C:2]1[CH:3]=[C:4]([CH:19]=[C:20]([F:33])[C:21]=1[O:22][Si:23]([CH:24]([CH3:26])[CH3:25])([CH:27]([CH3:29])[CH3:28])[CH:30]([CH3:31])[CH3:32])[CH2:5][CH:6]([CH:17]=[O:18])[CH2:7][CH2:8][C:9]1[CH:10]=[CH:11][C:12]([C:13]#[N:14])=[CH:15][CH:16]=1, predict the reactants needed to synthesize it. The reactants are: [F:1][C:2]1[CH:3]=[C:4]([CH:19]=[C:20]([F:33])[C:21]=1[O:22][Si:23]([CH:30]([CH3:32])[CH3:31])([CH:27]([CH3:29])[CH3:28])[CH:24]([CH3:26])[CH3:25])[CH2:5][CH:6]([CH2:17][OH:18])[CH2:7][CH2:8][C:9]1[CH:16]=[CH:15][C:12]([C:13]#[N:14])=[CH:11][CH:10]=1.[Cr](Cl)([O-])(=O)=O.[NH+]1C=CC=CC=1. (2) Given the product [CH3:11][C:1]1[CH:6]=[CH:5][C:4]([S:7]([NH:18][C:13]2[CH:14]=[CH:15][CH:16]=[CH:17][C:12]=2[NH:19][S:7]([C:4]2[CH:5]=[CH:6][C:1]([CH3:11])=[CH:2][CH:3]=2)(=[O:9])=[O:8])(=[O:9])=[O:8])=[CH:3][CH:2]=1, predict the reactants needed to synthesize it. The reactants are: [C:1]1([CH3:11])[CH:6]=[CH:5][C:4]([S:7](Cl)(=[O:9])=[O:8])=[CH:3][CH:2]=1.[C:12]1([NH2:19])[CH:17]=[CH:16][CH:15]=[CH:14][C:13]=1[NH2:18].Cl. (3) Given the product [Cl:1][C:2]1[CH:7]=[CH:6][N:5]=[C:4]2[CH:8]=[C:9]([C:17]([O:19][CH3:20])=[O:18])[S:10][C:3]=12, predict the reactants needed to synthesize it. The reactants are: [Cl:1][C:2]1[CH:7]=[CH:6][N:5]=[C:4]2[CH:8]=[CH:9][S:10][C:3]=12.C([Li])CCC.Cl[C:17]([O:19][CH3:20])=[O:18].CO. (4) The reactants are: [OH:1][N:2]1[C:6](=[O:7])[CH2:5][CH:4]([C:8]2[CH:13]=[CH:12][CH:11]=[CH:10][CH:9]=2)[C:3]1=[O:14].C1(C2CC(=O)OC2=O)C=CC=CC=1.[Cl:28][C:29]1[CH:34]=[CH:33][C:32]([CH:35]([C:45]2[CH:50]=[CH:49][C:48]([Cl:51])=[CH:47][CH:46]=2)[N:36]2[CH2:41][CH2:40][N:39]([C:42](Cl)=[O:43])[CH2:38][CH2:37]2)=[CH:31][CH:30]=1. Given the product [Cl:28][C:29]1[CH:30]=[CH:31][C:32]([CH:35]([C:45]2[CH:46]=[CH:47][C:48]([Cl:51])=[CH:49][CH:50]=2)[N:36]2[CH2:37][CH2:38][N:39]([C:42]([O:1][N:2]3[C:6](=[O:7])[CH2:5][CH:4]([C:8]4[CH:9]=[CH:10][CH:11]=[CH:12][CH:13]=4)[C:3]3=[O:14])=[O:43])[CH2:40][CH2:41]2)=[CH:33][CH:34]=1, predict the reactants needed to synthesize it. (5) Given the product [CH:168]1([C:166]([N:163]2[CH2:164][CH:165]=[C:160]([C:158]3[NH:157][C:154]4=[N:155][CH:156]=[C:151]([NH:150][C:148]([C:143]5[CH:142]=[C:146]([CH3:147])[NH:145][N:144]=5)=[O:149])[CH:152]=[C:153]4[CH:159]=3)[CH2:161][CH2:162]2)=[O:167])[CH2:170][CH2:169]1, predict the reactants needed to synthesize it. The reactants are: CC1NN=C(C(NC2C=C3C=C(C4CCN(C(N5CCOCC5)=O)CC=4)NC3=NC=2)=O)C=1.C1(S(N2C3=NC=C(NC(C4NN=C(C)C=4C)=O)C=C3C=C2C2CCN(C(N3CCOCC3)=O)CC=2)(=O)=O)C=CC=CC=1.CC1C(C)=C(C(NC2C=C3C=C(C4CCN(C(N5CCOCC5)=O)CC=4)NC3=NC=2)=O)NN=1.ClC1C(C)=NNC=1C(NC1C=C2C=C(C3CCN(C(N4CCOCC4)=O)CC=3)NC2=NC=1)=O.Cl[C:142]1[C:143]([C:148]([NH:150][C:151]2[CH:152]=[C:153]3[CH:159]=[C:158]([C:160]4[CH2:161][CH2:162][N:163]([C:166]([CH:168]5[CH2:170][CH2:169]5)=[O:167])[CH2:164][CH:165]=4)[NH:157][C:154]3=[N:155][CH:156]=2)=[O:149])=[N:144][NH:145][C:146]=1[CH3:147]. (6) Given the product [OH:33]/[C:21](=[CH:20]/[C:17]1[CH:18]=[CH:19][N:15]([S:12]([C:10]2[S:11][C:7]([C:5]3[CH:4]=[N:3][N:2]([CH3:1])[CH:6]=3)=[CH:8][CH:9]=2)(=[O:14])=[O:13])[CH:16]=1)/[C:22]([NH2:24])=[O:23], predict the reactants needed to synthesize it. The reactants are: [CH3:1][N:2]1[CH:6]=[C:5]([C:7]2[S:11][C:10]([S:12]([N:15]3[CH:19]=[CH:18][C:17](/[CH:20]=[CH:21]/[C:22]([NH:24]OC4CCCCO4)=[O:23])=[CH:16]3)(=[O:14])=[O:13])=[CH:9][CH:8]=2)[CH:4]=[N:3]1.C[OH:33]. (7) Given the product [Cl:42][C:39]1[CH:40]=[CH:41][C:36]([NH:35][C:33](=[O:34])[C@@H:32]([O:43][C:44]2[C:45]3[CH:52]=[N:51][N:50]([C:53]4[C:58]([Cl:59])=[CH:57][CH:56]=[CH:55][N:54]=4)[C:46]=3[N:47]=[CH:48][N:49]=2)[CH2:31][N:29]2[CH2:28][CH:27]([OH:26])[CH2:30]2)=[N:37][CH:38]=1, predict the reactants needed to synthesize it. The reactants are: [F-].C([N+](CCCC)(CCCC)CCCC)CCC.[Si]([O:26][CH:27]1[CH2:30][N:29]([CH2:31][C@H:32]([O:43][C:44]2[N:49]=[CH:48][N:47]=[C:46]3[N:50]([C:53]4[C:58]([Cl:59])=[CH:57][CH:56]=[CH:55][N:54]=4)[N:51]=[CH:52][C:45]=23)[C:33]([NH:35][C:36]2[CH:41]=[CH:40][C:39]([Cl:42])=[CH:38][N:37]=2)=[O:34])[CH2:28]1)(C(C)(C)C)(C)C.[Cl-].[NH4+]. (8) Given the product [NH2:20][C:17]1[CH:18]=[CH:19][N:14]2[N:13]=[C:12]([C:28]3[CH:29]=[CH:30][CH:31]=[CH:32][CH:33]=3)[C:11]([C:6]3[CH:7]=[CH:8][C:9](=[O:10])[N:4]([CH:1]([CH3:3])[CH3:2])[N:5]=3)=[C:15]2[CH:16]=1, predict the reactants needed to synthesize it. The reactants are: [CH:1]([N:4]1[C:9](=[O:10])[CH:8]=[CH:7][C:6]([C:11]2[C:12]([C:28]3[CH:33]=[CH:32][CH:31]=[CH:30][CH:29]=3)=[N:13][N:14]3[CH:19]=[CH:18][C:17]([NH:20]C(=O)OC(C)(C)C)=[CH:16][C:15]=23)=[N:5]1)([CH3:3])[CH3:2]. (9) Given the product [CH3:34][O:33][C:31](=[O:32])[C:28]1[CH:29]=[CH:30][C:25]([C:7]2[NH:6][C:14]3[C:9]([CH:8]=2)=[CH:10][C:11]([C:15]2[N:16]([CH3:24])[N:17]=[C:18]([C:20]([F:23])([F:22])[F:21])[CH:19]=2)=[CH:12][CH:13]=3)=[C:26]([CH3:35])[CH:27]=1, predict the reactants needed to synthesize it. The reactants are: C(OC([N:6]1[C:14]2[C:9](=[CH:10][C:11]([C:15]3[N:16]([CH3:24])[N:17]=[C:18]([C:20]([F:23])([F:22])[F:21])[CH:19]=3)=[CH:12][CH:13]=2)[CH:8]=[C:7]1[C:25]1[CH:30]=[CH:29][C:28]([C:31]([O:33][CH3:34])=[O:32])=[CH:27][C:26]=1[CH3:35])=O)C.[OH-].[Na+]. (10) Given the product [Cl:23][C:24]1[CH:25]=[C:26]([CH:29]=[CH:30][C:31]=1[CH3:32])[CH2:27][NH:28][C:4]([C:6]1[N:7]=[C:8]([C:15]2[CH:20]=[CH:19][CH:18]=[CH:17][C:16]=2[O:21][CH3:22])[N:9]([CH3:14])[C:10](=[O:13])[C:11]=1[OH:12])=[O:5], predict the reactants needed to synthesize it. The reactants are: C(O[C:4]([C:6]1[N:7]=[C:8]([C:15]2[CH:20]=[CH:19][CH:18]=[CH:17][C:16]=2[O:21][CH3:22])[N:9]([CH3:14])[C:10](=[O:13])[C:11]=1[OH:12])=[O:5])C.[Cl:23][C:24]1[CH:25]=[C:26]([CH:29]=[CH:30][C:31]=1[CH3:32])[CH2:27][NH2:28].